This data is from Reaction yield outcomes from USPTO patents with 853,638 reactions. The task is: Predict the reaction yield, written as a fraction of the theoretical maximum amount of product (1.0 means a 100% yield; for example, 0.34 means a 34% yield). (1) The reactants are [O:1]=[C:2]1[C:6]2([CH2:11][CH2:10][NH:9][CH2:8][CH2:7]2)[N:5]([C:12]2[CH:17]=[CH:16][CH:15]=[CH:14][CH:13]=2)[CH2:4][N:3]1[CH2:18][C:19]1[CH:20]=[C:21]([CH:26]=[CH:27][CH:28]=1)[C:22]([O:24][CH3:25])=[O:23].I[CH2:30][CH2:31][CH2:32][N:33]1[C:37]2[CH:38]=[CH:39][CH:40]=[CH:41][C:36]=2[N:35]([CH3:42])[C:34]1=[O:43].C(=O)([O-])[O-].[K+].[K+].C(OCC)(=O)C. The catalyst is O. The product is [CH3:42][N:35]1[C:36]2[CH:41]=[CH:40][CH:39]=[CH:38][C:37]=2[N:33]([CH2:32][CH2:31][CH2:30][N:9]2[CH2:10][CH2:11][C:6]3([N:5]([C:12]4[CH:13]=[CH:14][CH:15]=[CH:16][CH:17]=4)[CH2:4][N:3]([CH2:18][C:19]4[CH:20]=[C:21]([CH:26]=[CH:27][CH:28]=4)[C:22]([O:24][CH3:25])=[O:23])[C:2]3=[O:1])[CH2:7][CH2:8]2)[C:34]1=[O:43]. The yield is 0.780. (2) The yield is 0.710. The catalyst is C(O)C. The reactants are [NH2:1][CH2:2][CH2:3][OH:4].[Cl:5][C:6]1[CH:35]=[CH:34][C:9](/[CH:10]=[C:11]2\[N:12]=[C:13]([C:17]3[CH:22]=[CH:21][C:20]([O:23][CH2:24][CH2:25][C:26]4[CH:31]=[CH:30][C:29]([O:32][CH3:33])=[CH:28][CH:27]=4)=[CH:19][CH:18]=3)[O:14][C:15]\2=[O:16])=[CH:8][CH:7]=1. The product is [Cl:5][C:6]1[CH:7]=[CH:8][C:9](/[CH:10]=[C:11](\[NH:12][C:13](=[O:14])[C:17]2[CH:22]=[CH:21][C:20]([O:23][CH2:24][CH2:25][C:26]3[CH:27]=[CH:28][C:29]([O:32][CH3:33])=[CH:30][CH:31]=3)=[CH:19][CH:18]=2)/[C:15]([NH:1][CH2:2][CH2:3][OH:4])=[O:16])=[CH:34][CH:35]=1. (3) The reactants are [CH3:1][O:2][C:3]([C:5]1[CH:6]=[C:7]([C:12]2[CH:17]=[CH:16][C:15]([CH3:18])=[CH:14][CH:13]=2)[CH:8]=[C:9]([NH2:11])[CH:10]=1)=[O:4].[N-:19]=[N+:20]=[N-:21].[Na+].[CH:23](OCC)(OCC)OCC. The catalyst is CC(O)=O. The product is [CH3:1][O:2][C:3]([C:5]1[CH:6]=[C:7]([C:12]2[CH:17]=[CH:16][C:15]([CH3:18])=[CH:14][CH:13]=2)[CH:8]=[C:9]([N:11]2[CH:23]=[N:21][N:20]=[N:19]2)[CH:10]=1)=[O:4]. The yield is 0.920. (4) The reactants are C([O:3][C:4](=O)[CH2:5][CH2:6][CH2:7][C:8]1[CH:13]=[N:12][CH:11]=[CH:10][N:9]=1)C. The catalyst is [Pd].CCO. The product is [CH2:13]1[NH:12][CH2:11][CH2:10][N:9]2[C:4](=[O:3])[CH2:5][CH2:6][CH2:7][CH:8]12. The yield is 0.570. (5) The reactants are [F:1][C:2]([F:14])([CH:10]([OH:13])[CH2:11][CH3:12])[C:3]([O:5][C:6]([CH3:9])([CH3:8])[CH3:7])=[O:4].C(Cl)(Cl)Cl.[C:19](Cl)(=[O:23])[C:20]([CH3:22])=[CH2:21].C(N(CC)CC)C. The catalyst is O. The product is [C:19]([O:13][CH:10]([CH2:11][CH3:12])[C:2]([C:3]([O:5][C:6]([CH3:7])([CH3:9])[CH3:8])=[O:4])([F:14])[F:1])(=[O:23])[C:20]([CH3:22])=[CH2:21]. The yield is 0.580.